The task is: Predict the reactants needed to synthesize the given product.. This data is from Full USPTO retrosynthesis dataset with 1.9M reactions from patents (1976-2016). (1) Given the product [CH:11]1[C:12]2[C:7](=[CH:6][CH:5]=[CH:4][CH:3]=2)[CH:8]=[CH:9][CH:10]=1, predict the reactants needed to synthesize it. The reactants are: BrN[C:3]1[C:12]2[C:7](=[CH:8][CH:9]=[CH:10][CH:11]=2)[CH:6]=[CH:5][CH:4]=1.C(OC(OC(OC(C)(C)C)=O)=O)(C)(C)C. (2) Given the product [CH3:17][C:14]1[CH:13]=[C:12]([NH:11][S:7]([C:5]2[S:6][C:2]([Br:1])=[CH:3][CH:4]=2)(=[O:9])=[O:8])[O:16][N:15]=1, predict the reactants needed to synthesize it. The reactants are: [Br:1][C:2]1[S:6][C:5]([S:7](Cl)(=[O:9])=[O:8])=[CH:4][CH:3]=1.[NH2:11][C:12]1[O:16][N:15]=[C:14]([CH3:17])[CH:13]=1. (3) Given the product [Br:16][CH:13]([CH2:12][CH2:11][C:8]1[CH:9]=[CH:10][C:5]([C:1]([O:3][CH3:4])=[O:2])=[CH:6][CH:7]=1)[CH:14]=[O:15], predict the reactants needed to synthesize it. The reactants are: [C:1]([C:5]1[CH:10]=[CH:9][C:8]([CH2:11][CH2:12][CH2:13][CH:14]=[O:15])=[CH:7][CH:6]=1)([O:3][CH3:4])=[O:2].[Br:16]Br. (4) Given the product [C:1]([O:4][CH2:5][C@@H:6]1[CH2:9][CH2:8][C@H:7]1[CH:10]=[O:11])(=[O:3])[CH3:2], predict the reactants needed to synthesize it. The reactants are: [C:1]([O:4][CH2:5][C@@H:6]1[CH2:9][CH2:8][C@@H:7]1[CH2:10][OH:11])(=[O:3])[CH3:2].[Cl-].[Na+].O.C(O)(=O)C.C(O)(=O)C.IC1C=CC=CC=1.CCN(C(C)C)C(C)C. (5) Given the product [CH3:13][O:14][C:15]1[CH:16]=[N:17][CH:18]=[C:19]([O:21][CH3:22])[C:20]=1[CH:30]([NH:29][S:27]([C:23]([CH3:26])([CH3:25])[CH3:24])=[O:28])[CH2:31][CH2:32][CH2:33][C:34]([O:36][CH3:37])=[O:35], predict the reactants needed to synthesize it. The reactants are: C(NC(C)C)(C)C.[Li]CCCC.[CH3:13][O:14][C:15]1[CH:16]=[N:17][CH:18]=[C:19]([O:21][CH3:22])[CH:20]=1.[C:23]([S:27]([N:29]=[CH:30][CH2:31][CH2:32][CH2:33][C:34]([O:36][CH3:37])=[O:35])=[O:28])([CH3:26])([CH3:25])[CH3:24].[NH4+].[Cl-]. (6) Given the product [NH2:42][C:20]1[C:19]2[N:29]=[C:16]([CH2:12][CH2:13][CH2:14][CH3:15])[N:17]([CH2:30][CH2:31][CH2:32][NH:33][C:34](=[O:40])[O:35][C:36]([CH3:39])([CH3:38])[CH3:37])[C:18]=2[C:27]2[CH:26]=[CH:25][CH:24]=[CH:23][C:22]=2[N:21]=1, predict the reactants needed to synthesize it. The reactants are: C1(C)C=CC(S(Cl)(=O)=O)=CC=1.[CH2:12]([C:16]1[N:17]([CH2:30][CH2:31][CH2:32][NH:33][C:34](=[O:40])[O:35][C:36]([CH3:39])([CH3:38])[CH3:37])[C:18]2[C:27]3[CH:26]=[CH:25][CH:24]=[CH:23][C:22]=3[N+:21]([O-])=[CH:20][C:19]=2[N:29]=1)[CH2:13][CH2:14][CH3:15].[OH-].[NH4+:42].